Dataset: Forward reaction prediction with 1.9M reactions from USPTO patents (1976-2016). Task: Predict the product of the given reaction. (1) Given the reactants [Cl:1][C:2]1[CH:3]=[C:4]([S:9](Cl)(=[O:11])=[O:10])[CH:5]=[CH:6][C:7]=1[Cl:8].[NH2:13][C:14]1[CH:15]=[C:16]([CH:26]=[CH:27][C:28]=1[O:29][CH3:30])[C:17]([NH:19][C:20]1[CH:25]=[CH:24][CH:23]=[CH:22][CH:21]=1)=[O:18], predict the reaction product. The product is: [Cl:1][C:2]1[CH:3]=[C:4]([S:9]([NH:13][C:14]2[CH:15]=[C:16]([CH:26]=[CH:27][C:28]=2[O:29][CH3:30])[C:17]([NH:19][C:20]2[CH:25]=[CH:24][CH:23]=[CH:22][CH:21]=2)=[O:18])(=[O:11])=[O:10])[CH:5]=[CH:6][C:7]=1[Cl:8]. (2) The product is: [Br:1][C:2]1[CH:3]=[CH:4][C:5]2[S:9](=[O:10])(=[O:11])[N:8]([CH3:13])[CH2:7][C:6]=2[CH:12]=1. Given the reactants [Br:1][C:2]1[CH:3]=[CH:4][C:5]2[S:9](=[O:11])(=[O:10])[NH:8][CH2:7][C:6]=2[CH:12]=1.[C:13](=O)([O-])[O-].[K+].[K+].IC, predict the reaction product. (3) Given the reactants [CH:1]1([CH2:4][C:5]([C:14]2[CH:19]=[CH:18][C:17]([N+:20]([O-:22])=[O:21])=[CH:16][N:15]=2)(C(OC)=O)[C:6]([O:8][CH3:9])=[O:7])[CH2:3][CH2:2]1.[Cl-].[Li+].O, predict the reaction product. The product is: [CH:1]1([CH2:4][CH:5]([C:14]2[CH:19]=[CH:18][C:17]([N+:20]([O-:22])=[O:21])=[CH:16][N:15]=2)[C:6]([O:8][CH3:9])=[O:7])[CH2:2][CH2:3]1. (4) Given the reactants [Cl:1][C:2]1[CH:3]=[C:4]([C:8]2[CH:9]=[C:10]([C:23]([O:25][CH3:26])=[O:24])[C:11]3[NH:12][C:13]4[CH:14]=[C:15]([CH:21]=O)[CH:16]=[CH:17][C:18]=4[C:19]=3[N:20]=2)[CH:5]=[CH:6][CH:7]=1.[C:27]([N:31]1[CH2:36][CH2:35][NH:34][CH2:33][CH2:32]1)([CH3:30])([CH3:29])[CH3:28].C(O[BH-](OC(=O)C)OC(=O)C)(=O)C.[Na+].C(O)(=O)C, predict the reaction product. The product is: [C:27]([N:31]1[CH2:36][CH2:35][N:34]([CH2:21][C:15]2[CH:16]=[CH:17][C:18]3[C:19]4[N:20]=[C:8]([C:4]5[CH:5]=[CH:6][CH:7]=[C:2]([Cl:1])[CH:3]=5)[CH:9]=[C:10]([C:23]([O:25][CH3:26])=[O:24])[C:11]=4[NH:12][C:13]=3[CH:14]=2)[CH2:33][CH2:32]1)([CH3:30])([CH3:29])[CH3:28]. (5) Given the reactants [CH3:1]C(C)([O-])C.[K+].C1COCC1.[I-].C[P+](C1C=CC=CC=1)(C1C=CC=CC=1)C1C=CC=CC=1.[Si:33]([O:40][CH:41]1[CH2:52][C:51](=[O:53])[O:50][C@H:49](/[C:54](/[CH3:58])=[CH:55]/[CH:56]=O)[C@@H:48]([CH3:59])[CH:47]=[CH:46][C@@H:45]2[O:60][CH:61]([C:63]3[CH:68]=[CH:67][CH:66]=[CH:65][CH:64]=3)[O:62][C@:44]2([CH3:69])[CH2:43][CH2:42]1)([C:36]([CH3:39])([CH3:38])[CH3:37])([CH3:35])[CH3:34], predict the reaction product. The product is: [Si:33]([O:40][C@H:41]1[CH2:52][C:51](=[O:53])[O:50][C@H:49](/[C:54](/[CH3:58])=[CH:55]/[CH:56]=[CH2:1])[C@@H:48]([CH3:59])[CH:47]=[CH:46][C@@H:45]2[O:60][CH:61]([C:63]3[CH:68]=[CH:67][CH:66]=[CH:65][CH:64]=3)[O:62][C@:44]2([CH3:69])[CH2:43][CH2:42]1)([C:36]([CH3:38])([CH3:37])[CH3:39])([CH3:35])[CH3:34]. (6) Given the reactants C1N2CCN(CC2)C1.[CH2:9]([O:11][C:12]([C:14]1[C:15](=[O:25])[NH:16][C:17]2[C:22]([C:23]=1Cl)=[CH:21][N:20]=[CH:19][CH:18]=2)=[O:13])[CH3:10].[N:26]1([C:32]([C:34]2[S:35][CH:36]=[CH:37][CH:38]=2)=[O:33])[CH2:31][CH2:30][NH:29][CH2:28][CH2:27]1, predict the reaction product. The product is: [CH2:9]([O:11][C:12]([C:14]1[C:15](=[O:25])[NH:16][C:17]2[C:22]([C:23]=1[N:29]1[CH2:30][CH2:31][N:26]([C:32]([C:34]3[S:35][CH:36]=[CH:37][CH:38]=3)=[O:33])[CH2:27][CH2:28]1)=[CH:21][N:20]=[CH:19][CH:18]=2)=[O:13])[CH3:10]. (7) The product is: [O:17]=[C:9]1[N:8]([CH2:7][C:6]([OH:18])=[O:5])[C:12]2[CH:13]=[CH:14][CH:15]=[CH:16][C:11]=2[O:10]1. Given the reactants C([O:5][C:6](=[O:18])[CH2:7][N:8]1[C:12]2[CH:13]=[CH:14][CH:15]=[CH:16][C:11]=2[O:10][C:9]1=[O:17])(C)(C)C.C(O)(C(F)(F)F)=O, predict the reaction product. (8) Given the reactants [CH3:1][N:2]1[C:10]2[C:5](=[CH:6][C:7]([OH:12])=[CH:8][C:9]=2[CH3:11])[C:4]([CH:13]2[CH2:18][CH2:17][N:16]([CH3:19])[CH2:15][CH2:14]2)=[CH:3]1.[H-].[Na+].[F:22][C:23]1[CH:28]=[CH:27][CH:26]=[C:25]([F:29])[C:24]=1[S:30](Cl)(=[O:32])=[O:31].[OH-].[Na+], predict the reaction product. The product is: [CH3:1][N:2]1[C:10]2[C:5](=[CH:6][C:7]([O:12][S:30]([C:24]3[C:25]([F:29])=[CH:26][CH:27]=[CH:28][C:23]=3[F:22])(=[O:32])=[O:31])=[CH:8][C:9]=2[CH3:11])[C:4]([CH:13]2[CH2:18][CH2:17][N:16]([CH3:19])[CH2:15][CH2:14]2)=[CH:3]1. (9) Given the reactants CC([O-])(C)C.[K+].[CH3:7][O:8][C:9](=[O:13])[CH2:10][C:11]#[N:12].Br[C:15]1[CH:16]=[N:17][C:18]([C:21]([F:24])([F:23])[F:22])=[N:19][CH:20]=1, predict the reaction product. The product is: [C:11]([CH:10]([C:15]1[CH:16]=[N:17][C:18]([C:21]([F:24])([F:23])[F:22])=[N:19][CH:20]=1)[C:9]([O:8][CH3:7])=[O:13])#[N:12]. (10) Given the reactants [F:1][C:2]1[CH:9]=[CH:8][C:5]([CH:6]=O)=[CH:4][CH:3]=1.[CH3:10][C:11]1(C)[O:16]C(=O)CC(=O)O1.[C:20]([O:26][CH3:27])(=[O:25])[CH2:21][C:22]([CH3:24])=O.C([O-])(=O)C.[NH4+:32].[OH-].[Na+], predict the reaction product. The product is: [F:1][C:2]1[CH:9]=[CH:8][C:5]([CH:6]2[CH2:10][C:11](=[O:16])[NH:32][C:22]([CH3:24])=[C:21]2[C:20]([O:26][CH3:27])=[O:25])=[CH:4][CH:3]=1.